From a dataset of Catalyst prediction with 721,799 reactions and 888 catalyst types from USPTO. Predict which catalyst facilitates the given reaction. (1) Reactant: [CH:1]([O:4][C:5]1[N:10]=[C:9]([C:11]2[CH:12]=[C:13]3[C:17](=[CH:18][CH:19]=2)[N:16](S(C2C=CC(C)=CC=2)(=O)=O)[CH:15]=[C:14]3[C:30]2[N:35]=[C:34]([NH:36][C@@H:37]3[CH2:42][CH2:41][CH2:40][N:39]([C:43]([O:45][C:46]([CH3:49])([CH3:48])[CH3:47])=[O:44])[CH2:38]3)[CH:33]=[N:32][CH:31]=2)[CH:8]=[N:7][CH:6]=1)([CH3:3])[CH3:2]. Product: [CH:1]([O:4][C:5]1[N:10]=[C:9]([C:11]2[CH:12]=[C:13]3[C:17](=[CH:18][CH:19]=2)[NH:16][CH:15]=[C:14]3[C:30]2[N:35]=[C:34]([NH:36][C@@H:37]3[CH2:42][CH2:41][CH2:40][N:39]([C:43]([O:45][C:46]([CH3:48])([CH3:47])[CH3:49])=[O:44])[CH2:38]3)[CH:33]=[N:32][CH:31]=2)[CH:8]=[N:7][CH:6]=1)([CH3:3])[CH3:2]. The catalyst class is: 758. (2) Reactant: C[Al](C)C.[CH3:5][C:6]1[CH:7]=[CH:8][C:9]([NH2:12])=[N:10][CH:11]=1.[Si:13]([O:20][C@@H:21]([CH3:31])[CH2:22][O:23][CH2:24][C@H:25]([OH:30])[C:26](OC)=[O:27])([C:16]([CH3:19])([CH3:18])[CH3:17])([CH3:15])[CH3:14]. Product: [Si:13]([O:20][C@@H:21]([CH3:31])[CH2:22][O:23][CH2:24][C@H:25]([OH:30])[C:26]([NH:12][C:9]1[CH:8]=[CH:7][C:6]([CH3:5])=[CH:11][N:10]=1)=[O:27])([C:16]([CH3:19])([CH3:18])[CH3:17])([CH3:15])[CH3:14]. The catalyst class is: 11. (3) Reactant: [H-].[Na+].[CH3:3][C@H:4]([OH:8])[C@@H:5]([OH:7])[CH3:6].[NH2:9][C:10]1[C:18]2[C:17]([C:19]3[CH:24]=[CH:23][C:22]([Cl:25])=[C:21]([Cl:26])[CH:20]=3)=[N:16][C:15](S(C)=O)=[N:14][C:13]=2[S:12][C:11]=1[C:30]([NH2:32])=[O:31]. Product: [OH:7][C@@H:5]([CH3:6])[C@H:4]([CH3:3])[O:8][C:15]1[N:16]=[C:17]([C:19]2[CH:24]=[CH:23][C:22]([Cl:25])=[C:21]([Cl:26])[CH:20]=2)[C:18]2[C:10]([NH2:9])=[C:11]([C:30]([NH2:32])=[O:31])[S:12][C:13]=2[N:14]=1. The catalyst class is: 1. (4) Product: [NH2:33][C:30]1[CH:29]=[CH:28][C:27]([CH2:26][N:7]([C@H:5]([CH:1]2[CH2:2][CH2:3][CH2:4]2)[CH3:6])[C:8](=[O:25])[CH2:9][N:10]2[C:22](=[O:23])[C@:13]3([C:21]4[C:16](=[CH:17][CH:18]=[CH:19][CH:20]=4)[CH2:15][CH2:14]3)[NH:12][C:11]2=[O:24])=[CH:32][CH:31]=1. Reactant: [CH:1]1([C@@H:5]([N:7]([CH2:26][C:27]2[CH:32]=[CH:31][C:30]([NH:33]C(=O)OC(C)(C)C)=[CH:29][CH:28]=2)[C:8](=[O:25])[CH2:9][N:10]2[C:22](=[O:23])[C@:13]3([C:21]4[C:16](=[CH:17][CH:18]=[CH:19][CH:20]=4)[CH2:15][CH2:14]3)[NH:12][C:11]2=[O:24])[CH3:6])[CH2:4][CH2:3][CH2:2]1.C(O)(C(F)(F)F)=O. The catalyst class is: 2. (5) Reactant: O.[C@@H:2]1([N:11]2[C:21]3[N:20]=[C:18]([NH2:19])[NH:17][C:15](=[O:16])[C:14]=3[N:13]=[CH:12]2)[O:10][C@H:7]([CH2:8][OH:9])[C@@H:5]([OH:6])[C@H:3]1[OH:4].Cl[Si](C)(C)C.[C:27](Cl)(=[O:31])[CH:28]([CH3:30])[CH3:29]. Product: [C:27]([NH:19][C:18]1[NH:17][C:15](=[O:16])[C:14]2[N:13]=[CH:12][N:11]([C:21]=2[N:20]=1)[C@@H:2]1[O:10][C@H:7]([CH2:8][OH:9])[C@@H:5]([OH:6])[C@H:3]1[OH:4])(=[O:31])[CH:28]([CH3:30])[CH3:29]. The catalyst class is: 17. (6) Reactant: [CH3:1][C:2]1[O:3][C:4]([C:8]2[CH:13]=[CH:12][C:11]([NH:14][C:15]([NH2:17])=[S:16])=[CH:10][CH:9]=2)=[C:5]([CH3:7])[N:6]=1.Br[CH:19]1[CH2:24][CH2:23][CH2:22][CH:21]([C:25]2[CH:30]=[CH:29][CH:28]=[CH:27][CH:26]=2)[C:20]1=O. Product: [CH3:1][C:2]1[O:3][C:4]([C:8]2[CH:13]=[CH:12][C:11]([NH:14][C:15]3[S:16][C:27]4[CH2:28][CH2:29][CH2:30][CH:25]([C:21]5[CH:22]=[CH:23][CH:24]=[CH:19][CH:20]=5)[C:26]=4[N:17]=3)=[CH:10][CH:9]=2)=[C:5]([CH3:7])[N:6]=1. The catalyst class is: 8. (7) Product: [C:17]([O:20][C@H:21]1[CH2:38][CH2:37][C@@:36]2([CH3:39])[C@@H:23]([CH2:24][CH2:25][C@:26]3([CH3:51])[C@@H:35]2[CH2:34][CH2:33][C@H:32]2[C@@:27]3([CH3:50])[CH2:28][CH2:29][C@@:30]3([C:47](=[O:48])[NH:2][C@@H:3]4[CH2:6][C@H:5]([C:7]([N:9]5[CH2:14][CH2:13][CH2:12][CH2:11][CH2:10]5)=[O:8])[C:4]4([CH3:16])[CH3:15])[CH2:42][CH2:41][C@@H:40]([C:43]4([CH3:46])[CH2:44][CH2:45]4)[C@@H:31]32)[C:22]1([CH3:53])[CH3:52])(=[O:19])[CH3:18]. Reactant: Cl.[NH2:2][C@@H:3]1[CH2:6][C@H:5]([C:7]([N:9]2[CH2:14][CH2:13][CH2:12][CH2:11][CH2:10]2)=[O:8])[C:4]1([CH3:16])[CH3:15].[C:17]([O:20][C@H:21]1[CH2:38][CH2:37][C@@:36]2([CH3:39])[C@@H:23]([CH2:24][CH2:25][C@:26]3([CH3:51])[C@@H:35]2[CH2:34][CH2:33][C@H:32]2[C@@:27]3([CH3:50])[CH2:28][CH2:29][C@@:30]3([C:47](Cl)=[O:48])[CH2:42][CH2:41][C@@H:40]([C:43]4([CH3:46])[CH2:45][CH2:44]4)[C@@H:31]32)[C:22]1([CH3:53])[CH3:52])(=[O:19])[CH3:18]. The catalyst class is: 2. (8) Reactant: [N:1]1[O:5][N:4]=[C:3]2[CH:6]=[C:7]([C:10]3[CH:15]=[CH:14][C:13]([NH:16][CH3:17])=[CH:12][CH:11]=3)[CH:8]=[CH:9][C:2]=12.[N+:18]([O-])([O-:20])=[O:19].[K+]. Product: [N:1]1[O:5][N:4]=[C:3]2[CH:6]=[C:7]([C:10]3[CH:11]=[CH:12][C:13]([NH:16][CH3:17])=[C:14]([N+:18]([O-:20])=[O:19])[CH:15]=3)[CH:8]=[CH:9][C:2]=12. The catalyst class is: 65.